Dataset: Reaction yield outcomes from USPTO patents with 853,638 reactions. Task: Predict the reaction yield, written as a fraction of the theoretical maximum amount of product (1.0 means a 100% yield; for example, 0.34 means a 34% yield). The yield is 0.310. The product is [C:30]([OH:33])(=[O:32])/[CH:21]=[CH:22]/[C:24]([OH:26])=[O:27].[S:1]1[CH:5]=[CH:4][C:3]2[CH:6]=[C:7]([CH:10]3[C:19]4[C:14](=[CH:15][CH:16]=[CH:17][CH:18]=4)[CH2:13][N:12]([CH2:21][C:22]#[N:23])[CH2:11]3)[CH:8]=[CH:9][C:2]1=2. The reactants are [S:1]1[CH:5]=[CH:4][C:3]2[CH:6]=[C:7]([CH:10]3[C:19]4[C:14](=[CH:15][CH:16]=[CH:17][CH:18]=4)[CH2:13][NH:12][CH2:11]3)[CH:8]=[CH:9][C:2]1=2.Cl[CH2:21][C:22]#[N:23].[C:24](=[O:27])([O-:26])[O-].[Cs+].[Cs+].[C:30]([O:33]CC)(=[O:32])C. The catalyst is CN(C=O)C.